Predict the reactants needed to synthesize the given product. From a dataset of Full USPTO retrosynthesis dataset with 1.9M reactions from patents (1976-2016). (1) Given the product [C:21]([N:1]1[C:9]2[CH:8]=[CH:7][CH:6]=[C:5]3[CH2:10][CH2:11][N:12]([C:14]([O:16][C:17]([CH3:20])([CH3:19])[CH3:18])=[O:15])[CH2:13][C@H:3]([C:4]=23)[CH2:2]1)(=[O:23])[CH3:22], predict the reactants needed to synthesize it. The reactants are: [NH:1]1[C:9]2[CH:8]=[CH:7][CH:6]=[C:5]3[CH2:10][CH2:11][N:12]([C:14]([O:16][C:17]([CH3:20])([CH3:19])[CH3:18])=[O:15])[CH2:13][C@H:3]([C:4]=23)[CH2:2]1.[C:21](Cl)(=[O:23])[CH3:22].CC(N(C)C)=O. (2) The reactants are: [Br:1][C:2]1[C:10]2[C:5](=[CH:6][C:7]([N+:12]([O-:14])=[O:13])=[C:8]([CH3:11])[CH:9]=2)[N:4]([C:15]([C:28]2[CH:33]=[CH:32][CH:31]=[CH:30][CH:29]=2)([C:22]2[CH:27]=[CH:26][CH:25]=[CH:24][CH:23]=2)[C:16]2[CH:21]=[CH:20][CH:19]=[CH:18][CH:17]=2)[N:3]=1.[CH2:34]1[C:39](=[O:40])[N:38](Br)[C:36](=[O:37])[CH2:35]1.CC(N=N[C:49]([C:52]#N)([CH3:51])C)(C#N)C.[CH3:54]N(C=O)C. Given the product [Br:1][C:2]1[C:10]2[C:5](=[CH:6][C:7]([N+:12]([O-:14])=[O:13])=[C:8]([CH2:11][N:38]3[C:39](=[O:40])[C:34]4[C:35](=[CH:54][CH:52]=[CH:49][CH:51]=4)[C:36]3=[O:37])[CH:9]=2)[N:4]([C:15]([C:28]2[CH:33]=[CH:32][CH:31]=[CH:30][CH:29]=2)([C:22]2[CH:23]=[CH:24][CH:25]=[CH:26][CH:27]=2)[C:16]2[CH:21]=[CH:20][CH:19]=[CH:18][CH:17]=2)[N:3]=1, predict the reactants needed to synthesize it. (3) Given the product [CH3:32][O:31][C:21]1[CH:20]=[C:19]([NH:18][C:13]2[N:12]=[C:11]([O:1][C:2]3[CH:3]=[C:4]([CH:7]=[CH:8][CH:9]=3)[C:5]#[N:6])[CH:16]=[C:15]([CH3:17])[N:14]=2)[CH:24]=[CH:23][C:22]=1[N:25]1[CH:29]=[C:28]([CH3:30])[N:27]=[CH:26]1, predict the reactants needed to synthesize it. The reactants are: [OH:1][C:2]1[CH:3]=[C:4]([CH:7]=[CH:8][CH:9]=1)[C:5]#[N:6].Cl[C:11]1[CH:16]=[C:15]([CH3:17])[N:14]=[C:13]([NH:18][C:19]2[CH:24]=[CH:23][C:22]([N:25]3[CH:29]=[C:28]([CH3:30])[N:27]=[CH:26]3)=[C:21]([O:31][CH3:32])[CH:20]=2)[N:12]=1.